This data is from Reaction yield outcomes from USPTO patents with 853,638 reactions. The task is: Predict the reaction yield, written as a fraction of the theoretical maximum amount of product (1.0 means a 100% yield; for example, 0.34 means a 34% yield). (1) The reactants are [Cl:1][C:2]1[C:10]2[C:9]3[CH:11]=[C:12]([C:16]#[N:17])[N+:13]([O-])=[CH:14][C:8]=3[N:7]([CH2:18][O:19][CH2:20][CH2:21][Si:22]([CH3:25])([CH3:24])[CH3:23])[C:6]=2[N:5]=[CH:4][CH:3]=1.P(Cl)(Cl)Cl. The catalyst is ClCCl. The product is [Cl:1][C:2]1[C:10]2[C:9]3[CH:11]=[C:12]([C:16]#[N:17])[N:13]=[CH:14][C:8]=3[N:7]([CH2:18][O:19][CH2:20][CH2:21][Si:22]([CH3:25])([CH3:24])[CH3:23])[C:6]=2[N:5]=[CH:4][CH:3]=1. The yield is 0.930. (2) The reactants are [N:1]([CH2:4][CH2:5][NH:6][C:7](=[O:21])[CH2:8][CH2:9][CH2:10][CH2:11][CH2:12][CH2:13][CH2:14][CH2:15][CH2:16][CH2:17][CH2:18][CH2:19][CH3:20])=[N+:2]=[N-:3].N([CH2:25][CH2:26]N)=[N+]=[N-].C(N(CC)CC)C. The catalyst is ClCCl. The product is [N:1]([CH2:4][CH2:5][NH:6][C:7](=[O:21])[C:8]1[CH:26]=[CH:25][C:11]([CH2:12][CH2:13][CH2:14][CH2:15][CH2:16][CH2:17][CH2:18][CH2:19][CH3:20])=[CH:10][CH:9]=1)=[N+:2]=[N-:3]. The yield is 0.970. (3) The reactants are [CH3:1][O:2][C:3]1[CH:8]=[CH:7][CH:6]=[CH:5][C:4]=1[C:9]1[NH:10][C:11]2[C:16]([CH:17]=1)=[CH:15][C:14](B1OC(C)(C)C(C)(C)O1)=[CH:13][CH:12]=2.FC(F)(F)S(O[C:33]1[CH2:34][CH:35]2[N:40]([C:41]([O:43][C:44]([CH3:47])([CH3:46])[CH3:45])=[O:42])[CH:38]([CH:39]=1)[CH2:37][CH2:36]2)(=O)=O.C(=O)([O-])[O-].[Cs+].[Cs+]. The catalyst is CN(C=O)C.C1C=CC(P(C2C=CC=CC=2)[C-]2C=CC=C2)=CC=1.C1C=CC(P(C2C=CC=CC=2)[C-]2C=CC=C2)=CC=1.Cl[Pd]Cl.[Fe+2]. The product is [CH3:1][O:2][C:3]1[CH:8]=[CH:7][CH:6]=[CH:5][C:4]=1[C:9]1[NH:10][C:11]2[C:16]([CH:17]=1)=[CH:15][C:14]([C:33]1[CH2:34][CH:35]3[N:40]([C:41]([O:43][C:44]([CH3:47])([CH3:46])[CH3:45])=[O:42])[CH:38]([CH:39]=1)[CH2:37][CH2:36]3)=[CH:13][CH:12]=2. The yield is 0.830. (4) The reactants are [Br:1][C:2]1[N:6]([S:7]([C:10]2[CH:15]=[CH:14][CH:13]=[CH:12][CH:11]=2)(=[O:9])=[O:8])[CH:5]=[C:4]([CH2:16][NH:17][CH3:18])[CH:3]=1.[C:19](=[O:22])([O-])[OH:20].[Na+]. The catalyst is C(OCC)(=O)C. The product is [Br:1][C:2]1[N:6]([S:7]([C:10]2[CH:15]=[CH:14][CH:13]=[CH:12][CH:11]=2)(=[O:9])=[O:8])[CH:5]=[C:4]([CH2:16][N:17]([CH3:18])[C:19](=[O:22])[O:20][C:4]([CH3:16])([CH3:5])[CH3:3])[CH:3]=1. The yield is 0.730. (5) The reactants are C([O:4][CH2:5][CH2:6][N:7]([CH3:24])[C:8](=[O:23])[C@H:9]([O:11][C:12]1[CH:21]=[CH:20][CH:19]=[C:18]2[C:13]=1[C:14](=O)[NH:15][CH:16]=[N:17]2)[CH3:10])(=O)C.[Cl:25][C:26]1[CH:27]=[C:28]([CH:30]=[CH:31][C:32]=1[C:33]([N:35]1[CH2:39][CH2:38][CH2:37][CH2:36]1)=[O:34])[NH2:29]. No catalyst specified. The product is [Cl:25][C:26]1[CH:27]=[C:28]([NH:29][C:14]2[C:13]3[C:18](=[CH:19][CH:20]=[CH:21][C:12]=3[O:11][C@H:9]([CH3:10])[C:8]([N:7]([CH2:6][CH2:5][OH:4])[CH3:24])=[O:23])[N:17]=[CH:16][N:15]=2)[CH:30]=[CH:31][C:32]=1[C:33]([N:35]1[CH2:36][CH2:37][CH2:38][CH2:39]1)=[O:34]. The yield is 0.570.